This data is from Forward reaction prediction with 1.9M reactions from USPTO patents (1976-2016). The task is: Predict the product of the given reaction. (1) The product is: [OH:4][C@H:5]1[CH2:22][CH2:21][C@@:20]2([CH3:23])[C@@H:7]([CH2:8][CH2:9][C@:10]3([CH3:40])[C@@H:19]2[CH2:18][CH2:17][C@H:16]2[C@@:11]3([CH3:39])[CH2:12][CH2:13][C@@:14]3(/[CH:31]=[C:32](\[CH3:38])/[C:33]([OH:35])=[O:34])[CH2:26][C:25](=[O:27])[C:24]([CH:28]([CH3:30])[CH3:29])=[C:15]32)[C:6]1([CH3:42])[CH3:41]. Given the reactants C([O:4][C@H:5]1[CH2:22][CH2:21][C@@:20]2([CH3:23])[C@@H:7]([CH2:8][CH2:9][C@:10]3([CH3:40])[C@@H:19]2[CH2:18][CH2:17][C@H:16]2[C@@:11]3([CH3:39])[CH2:12][CH2:13][C@@:14]3(/[CH:31]=[C:32](\[CH3:38])/[C:33]([O:35]CC)=[O:34])[CH2:26][C:25](=[O:27])[C:24]([CH:28]([CH3:30])[CH3:29])=[C:15]32)[C:6]1([CH3:42])[CH3:41])(=O)C.[OH-].[Na+], predict the reaction product. (2) Given the reactants C(OC([N:8]1[C:16]2[C:11](=[CH:12][CH:13]=[C:14]([O:17][CH3:18])[CH:15]=2)[CH:10]=[C:9]1B(O)O)=O)(C)(C)C.[F-].[K+].[CH2:24]([O:31][C:32]1[N:47]=[C:46](Cl)[C:45]([CH2:49][CH3:50])=[C:44]([O:51][CH2:52][C:53]2[CH:58]=[CH:57][CH:56]=[CH:55][CH:54]=2)[C:33]=1[C:34]([O:36][CH2:37][C:38]1[CH:43]=[CH:42][CH:41]=[CH:40][CH:39]=1)=[O:35])[C:25]1[CH:30]=[CH:29][CH:28]=[CH:27][CH:26]=1.C1(OC2C=CC=CC=2)C=CC=CC=1, predict the reaction product. The product is: [CH2:24]([O:31][C:32]1[N:47]=[C:46]([C:9]2[NH:8][C:16]3[C:11]([CH:10]=2)=[CH:12][CH:13]=[C:14]([O:17][CH3:18])[CH:15]=3)[C:45]([CH2:49][CH3:50])=[C:44]([O:51][CH2:52][C:53]2[CH:54]=[CH:55][CH:56]=[CH:57][CH:58]=2)[C:33]=1[C:34]([O:36][CH2:37][C:38]1[CH:43]=[CH:42][CH:41]=[CH:40][CH:39]=1)=[O:35])[C:25]1[CH:30]=[CH:29][CH:28]=[CH:27][CH:26]=1. (3) Given the reactants [CH3:1][O:2][C:3]1[CH:8]=[CH:7][C:6]([N:9]2[CH2:14][CH2:13][NH:12][CH2:11][CH2:10]2)=[CH:5][CH:4]=1.C(=O)([O-])[O-].[K+].[K+].Br[CH2:22][CH2:23][Cl:24], predict the reaction product. The product is: [Cl:24][CH2:23][CH2:22][N:12]1[CH2:13][CH2:14][N:9]([C:6]2[CH:5]=[CH:4][C:3]([O:2][CH3:1])=[CH:8][CH:7]=2)[CH2:10][CH2:11]1. (4) Given the reactants C(OC(=O)N(CCCC1C=CC([Cl:38])=CC=1)[C@@H]1CCC[C@H]1NC(NC1C=C(OC)C(OC)=C(OC)C=1)=O)(C)(C)C.C(OC(=O)[N:46]([CH2:65][CH2:66][C:67]1[CH:72]=[CH:71][C:70]([Cl:73])=[CH:69][CH:68]=1)[C@@H:47]1[CH2:51][CH2:50][CH2:49][C@H:48]1[NH:52][C:53](=[O:64])[C:54]1[CH:59]=[CH:58][C:57]([S:60]([CH3:63])(=[O:62])=[O:61])=[CH:56][CH:55]=1)(C)(C)C, predict the reaction product. The product is: [ClH:38].[Cl:73][C:70]1[CH:71]=[CH:72][C:67]([CH2:66][CH2:65][NH:46][C@@H:47]2[CH2:51][CH2:50][CH2:49][C@H:48]2[NH:52][C:53](=[O:64])[C:54]2[CH:55]=[CH:56][C:57]([S:60]([CH3:63])(=[O:61])=[O:62])=[CH:58][CH:59]=2)=[CH:68][CH:69]=1.